From a dataset of Forward reaction prediction with 1.9M reactions from USPTO patents (1976-2016). Predict the product of the given reaction. (1) The product is: [CH3:18][O:17][C:11]1[CH:12]=[CH:13][C:14]2[C:9](=[CH:8][C:7]([C:27]3[CH:26]=[CH:25][CH:24]=[C:23]([O:22][CH3:21])[CH:28]=3)=[CH:16][CH:15]=2)[CH:10]=1. Given the reactants FC(F)(F)S(O[C:7]1[CH:16]=[CH:15][C:14]2[C:9](=[CH:10][C:11]([O:17][CH3:18])=[CH:12][CH:13]=2)[CH:8]=1)(=O)=O.[CH3:21][O:22][C:23]1[CH:24]=[C:25](B(O)O)[CH:26]=[CH:27][CH:28]=1, predict the reaction product. (2) Given the reactants [F:1][C:2]1[CH:3]=[C:4]2[C:9](=[CH:10][CH:11]=1)[N:8]=[C:7](C(O)=O)[CH:6]=[C:5]2[C:15]([OH:17])=[O:16], predict the reaction product. The product is: [F:1][C:2]1[CH:3]=[C:4]2[C:9](=[CH:10][CH:11]=1)[N:8]=[CH:7][CH:6]=[C:5]2[C:15]([OH:17])=[O:16].